This data is from Forward reaction prediction with 1.9M reactions from USPTO patents (1976-2016). The task is: Predict the product of the given reaction. (1) Given the reactants [CH3:1][C:2]([C:4]1[CH:9]=[CH:8][C:7]([F:10])=[CH:6][C:5]=1[OH:11])=[O:3].[CH3:12][C:13]([CH3:15])=O.N1CCCC1, predict the reaction product. The product is: [F:10][C:7]1[CH:6]=[C:5]2[C:4]([C:2](=[O:3])[CH2:1][C:13]([CH3:15])([CH3:12])[O:11]2)=[CH:9][CH:8]=1. (2) Given the reactants [Cl:1][C:2]1[CH:23]=[CH:22][C:5]([C:6]([NH:8][C:9]2[CH:14]=[C:13]([N:15]3[CH2:20][CH2:19][O:18][CH2:17][CH2:16]3)[CH:12]=[C:11]([F:21])[CH:10]=2)=[O:7])=[CH:4][C:3]=1[NH:24][C:25](=[O:42])[C:26]1[CH:31]=[C:30]([N:32]2[CH2:37][CH2:36][N:35]([CH3:38])[CH2:34][CH2:33]2)[CH:29]=[CH:28][C:27]=1[N+:39]([O-])=O.C(O)(=O)C.C(=O)([O-])[O-].[Na+].[Na+], predict the reaction product. The product is: [NH2:39][C:27]1[CH:28]=[CH:29][C:30]([N:32]2[CH2:37][CH2:36][N:35]([CH3:38])[CH2:34][CH2:33]2)=[CH:31][C:26]=1[C:25]([NH:24][C:3]1[CH:4]=[C:5]([CH:22]=[CH:23][C:2]=1[Cl:1])[C:6]([NH:8][C:9]1[CH:14]=[C:13]([N:15]2[CH2:20][CH2:19][O:18][CH2:17][CH2:16]2)[CH:12]=[C:11]([F:21])[CH:10]=1)=[O:7])=[O:42].